Dataset: Forward reaction prediction with 1.9M reactions from USPTO patents (1976-2016). Task: Predict the product of the given reaction. (1) Given the reactants CC(N1CCC(C2SC(C3C=CC(NC(NC4C=C(F)C(F)=CC=4F)=O)=CC=3)=CN=2)CC1)(C)C(O)=O.[CH3:37][C:38]([N:47]1[CH2:52][CH2:51][CH:50]([C:53]2[S:54][C:55]([C:58]3[CH:63]=[CH:62][C:61]([NH:64][C:65]([NH:67][C:68]4[C:73]([F:74])=[CH:72][C:71]([F:75])=[CH:70][C:69]=4[F:76])=[O:66])=[CH:60][CH:59]=3)=[CH:56][N:57]=2)[CH2:49][CH2:48]1)([CH3:46])[C:39]([O:41]C(C)(C)C)=[O:40].Cl, predict the reaction product. The product is: [CH3:46][C:38]([N:47]1[CH2:52][CH2:51][CH:50]([C:53]2[S:54][C:55]([C:58]3[CH:63]=[CH:62][C:61]([NH:64][C:65]([NH:67][C:68]4[C:73]([F:74])=[CH:72][C:71]([F:75])=[CH:70][C:69]=4[F:76])=[O:66])=[CH:60][CH:59]=3)=[CH:56][N:57]=2)[CH2:49][CH2:48]1)([CH3:37])[C:39]([OH:41])=[O:40]. (2) Given the reactants [H-].[Na+].[Cl:3][C:4]1[CH:9]=[CH:8][C:7]([C:10]2[C:18]3[C:17]([NH2:19])=[N:16][CH:15]=[N:14][C:13]=3[N:12]([CH2:20][CH3:21])[CH:11]=2)=[CH:6][CH:5]=1.[CH3:22][S:23](Cl)(=[O:25])=[O:24].C(S(Cl)(=O)=O)C, predict the reaction product. The product is: [Cl:3][C:4]1[CH:5]=[CH:6][C:7]([C:10]2[C:18]3[C:17]([NH:19][S:23]([CH3:22])(=[O:25])=[O:24])=[N:16][CH:15]=[N:14][C:13]=3[N:12]([CH2:20][CH3:21])[CH:11]=2)=[CH:8][CH:9]=1. (3) Given the reactants [S:1](Cl)(Cl)(=[O:3])=[O:2].[CH:6]1[C:15]2C=CC=C(S(Cl)(=O)=O)[C:10]=2[CH:9]=[CH:8][N:7]=1.N1C=CC=C(S(Cl)(=O)=O)C=1, predict the reaction product. The product is: [S:1](=[C:6]1[CH2:15][CH2:10][CH2:9][CH2:8][NH:7]1)(=[O:3])=[O:2]. (4) Given the reactants [CH3:1][O:2][C:3]1[CH:4]=[C:5]2[C:10](=[CH:11][C:12]=1[O:13][CH3:14])[N:9]=[CH:8][CH:7]=[C:6]2[O:15][C:16]1[CH:21]=[CH:20][C:19]([NH:22][C:23]([NH:25][CH2:26][CH2:27][OH:28])=[O:24])=[CH:18][C:17]=1[F:29].CCN(C(C)C)C(C)C.Cl[C:40](Cl)([O:42]C(=O)OC(Cl)(Cl)Cl)Cl, predict the reaction product. The product is: [CH3:1][O:2][C:3]1[CH:4]=[C:5]2[C:10](=[CH:11][C:12]=1[O:13][CH3:14])[N:9]=[CH:8][CH:7]=[C:6]2[O:15][C:16]1[CH:21]=[CH:20][C:19]([NH:22][C:23]([N:25]2[CH2:26][CH2:27][O:28][C:40]2=[O:42])=[O:24])=[CH:18][C:17]=1[F:29]. (5) The product is: [CH2:7]([C:8]1[CH:9]=[CH:10][CH:11]=[CH:12][C:13]=1[O:14][CH2:16][CH2:17][CH2:18][OH:19])[C:4]1[CH:3]=[CH:2][CH:1]=[CH:6][CH:5]=1. Given the reactants [CH:1]1[CH:6]=[CH:5][C:4]([CH2:7][C:8]2[C:13]([OH:14])=[CH:12][CH:11]=[CH:10][CH:9]=2)=[CH:3][CH:2]=1.Br[CH2:16][CH2:17][CH2:18][OH:19], predict the reaction product. (6) Given the reactants [CH3:1][C:2]1[S:3][C:4]2[C:10](=O)[C:9](=[CH:12]N3CCOCC3)[CH2:8][CH2:7][C:5]=2[N:6]=1.[N+]([O-])(O)=O.[CH3:23][O:24][C:25]1[N:30]=[CH:29][C:28]([NH:31][C:32]([NH2:34])=[NH:33])=[CH:27][CH:26]=1.[OH-].[Na+], predict the reaction product. The product is: [CH3:23][O:24][C:25]1[N:30]=[CH:29][C:28]([NH:31][C:32]2[N:34]=[CH:12][C:9]3[CH2:8][CH2:7][C:5]4[N:6]=[C:2]([CH3:1])[S:3][C:4]=4[C:10]=3[N:33]=2)=[CH:27][CH:26]=1. (7) Given the reactants [Cl:1][C:2]1[CH:7]=[C:6]([Cl:8])[CH:5]=[C:4]([CH2:9][CH3:10])[C:3]=1[CH2:11][C:12]([CH2:14][NH:15][N:16]=[C:17](C)C(OCC)=O)=[O:13].C[C:25](C)([O-:27])C.[K+].Cl.[CH3:31]N(C=O)C, predict the reaction product. The product is: [Cl:1][C:2]1[CH:7]=[C:6]([Cl:8])[CH:5]=[C:4]([CH2:9][CH3:10])[C:3]=1[C:11]1[C:25](=[O:27])[N:16]([CH3:17])[N:15]=[C:14]([CH3:31])[C:12]=1[OH:13]. (8) The product is: [CH2:1]([O:3][C:4](=[O:23])[CH2:5][C:6]1[CH:11]=[C:10]([Cl:12])[CH:9]=[C:8]([O:13][C:14]2[CH:19]=[CH:18][C:17]([Br:20])=[CH:16][C:15]=2[CH2:21][N:26]2[C@@H:25]([CH3:24])[C@@H:29]([C:30]3[CH:35]=[CH:34][CH:33]=[CH:32][CH:31]=3)[O:28][C:27]2=[O:36])[CH:7]=1)[CH3:2]. Given the reactants [CH2:1]([O:3][C:4](=[O:23])[CH2:5][C:6]1[CH:11]=[C:10]([Cl:12])[CH:9]=[C:8]([O:13][C:14]2[CH:19]=[CH:18][C:17]([Br:20])=[CH:16][C:15]=2[CH2:21]Br)[CH:7]=1)[CH3:2].[CH3:24][C@H:25]1[C@@H:29]([C:30]2[CH:35]=[CH:34][CH:33]=[CH:32][CH:31]=2)[O:28][C:27](=[O:36])[NH:26]1, predict the reaction product. (9) Given the reactants [Cl-].[C:2]([CH2:5][N+]1C=CC=CC=1)(=[O:4])[NH2:3].[CH:12]([C:14](=[CH:17][C:18]1[CH:23]=[CH:22][CH:21]=[CH:20][C:19]=1[CH3:24])[C:15]#[N:16])=O.C(N(CC)CC)C.[Cl-].ClC=[N+](C)C, predict the reaction product. The product is: [OH:4][C:2]1[CH:5]=[C:17]([C:18]2[CH:23]=[CH:22][CH:21]=[CH:20][C:19]=2[CH3:24])[C:14]([C:15]#[N:16])=[CH:12][N:3]=1. (10) Given the reactants [OH:1][C@@H:2]([CH2:15][NH:16][C:17]1[CH:22]=[CH:21][C:20]([N:23]2[CH2:28][CH2:27][O:26][CH2:25][C:24]2=[O:29])=[CH:19][CH:18]=1)[CH2:3][N:4]1[C:12](=[O:13])[C:11]2[C:6](=[CH:7][CH:8]=[CH:9][CH:10]=2)[C:5]1=[O:14].[C:30](N1C=CN=C1)(N1C=CN=C1)=[O:31], predict the reaction product. The product is: [O:31]=[C:30]1[N:16]([C:17]2[CH:22]=[CH:21][C:20]([N:23]3[CH2:28][CH2:27][O:26][CH2:25][C:24]3=[O:29])=[CH:19][CH:18]=2)[CH2:15][C@H:2]([CH2:3][N:4]2[C:12](=[O:13])[C:11]3[C:6](=[CH:7][CH:8]=[CH:9][CH:10]=3)[C:5]2=[O:14])[O:1]1.